Dataset: Full USPTO retrosynthesis dataset with 1.9M reactions from patents (1976-2016). Task: Predict the reactants needed to synthesize the given product. (1) Given the product [CH3:1][CH:2]([CH3:9])[CH2:3][CH2:4][CH2:5][C@@H:6]([OH:8])[CH3:7], predict the reactants needed to synthesize it. The reactants are: [CH3:1][C:2]([CH3:9])=[CH:3][CH2:4][CH2:5][C@@H:6]([OH:8])[CH3:7]. (2) Given the product [NH2:11][C:9]1[CH:8]=[CH:7][C:6]([CH3:12])=[C:5]([CH2:4][CH2:3][OH:2])[CH:10]=1, predict the reactants needed to synthesize it. The reactants are: C[O:2][C:3](=O)[CH2:4][C:5]1[CH:10]=[C:9]([NH2:11])[CH:8]=[CH:7][C:6]=1[CH3:12]. (3) Given the product [CH2:32]([N:29]1[CH2:28][CH:27]2[CH:31]([CH:26]2[NH:25][C:23]([CH2:22][NH:21][C:12](=[O:14])[CH2:11][CH:10]([C:4]2[CH:5]=[C:6]([CH3:9])[CH:7]=[CH:8][C:3]=2[O:2][CH3:1])[C:15]2[CH:20]=[CH:19][CH:18]=[CH:17][CH:16]=2)=[O:24])[CH2:30]1)[C:33]1[CH:34]=[CH:35][CH:36]=[CH:37][CH:38]=1, predict the reactants needed to synthesize it. The reactants are: [CH3:1][O:2][C:3]1[CH:8]=[CH:7][C:6]([CH3:9])=[CH:5][C:4]=1[CH:10]([C:15]1[CH:20]=[CH:19][CH:18]=[CH:17][CH:16]=1)[CH2:11][C:12]([OH:14])=O.[NH2:21][CH2:22][C:23]([NH:25][CH:26]1[CH:31]2[CH:27]1[CH2:28][N:29]([CH2:32][C:33]1[CH:38]=[CH:37][CH:36]=[CH:35][CH:34]=1)[CH2:30]2)=[O:24].C(OC(C(N)C(O)=O)=O)(C)(C)C.C(N1CC2C(C2N)C1)C1C=CC=CC=1.CN1CCOCC1.ON1C2C=CC=CC=2N=N1. (4) Given the product [CH2:10]([N:17]1[CH2:22][CH2:21][CH:20]([CH2:23][CH2:24][NH:25][C:26]2[C:27]([N+:35]([O-:37])=[O:36])=[C:28]([O:9][C:3]3[CH:8]=[CH:7][CH:6]=[CH:5][CH:4]=3)[N:29]=[C:30]([CH3:33])[C:31]=2[CH3:32])[CH2:19][CH2:18]1)[C:11]1[CH:16]=[CH:15][CH:14]=[CH:13][CH:12]=1, predict the reactants needed to synthesize it. The reactants are: [H-].[Na+].[C:3]1([OH:9])[CH:8]=[CH:7][CH:6]=[CH:5][CH:4]=1.[CH2:10]([N:17]1[CH2:22][CH2:21][CH:20]([CH2:23][CH2:24][NH:25][C:26]2[C:31]([CH3:32])=[C:30]([CH3:33])[N:29]=[C:28](Cl)[C:27]=2[N+:35]([O-:37])=[O:36])[CH2:19][CH2:18]1)[C:11]1[CH:16]=[CH:15][CH:14]=[CH:13][CH:12]=1.[O-]C1C=CC=CC=1.